Dataset: Full USPTO retrosynthesis dataset with 1.9M reactions from patents (1976-2016). Task: Predict the reactants needed to synthesize the given product. (1) Given the product [F:9][C:5]1[CH:4]=[C:3]([C:10]2[CH:15]=[CH:14][C:13]([S:16]([CH3:19])(=[O:18])=[O:17])=[CH:12][CH:11]=2)[C:2]([C:24]2[CH:25]=[CH:26][C:21]([CH3:20])=[CH:22][CH:23]=2)=[CH:7][C:6]=1[F:8], predict the reactants needed to synthesize it. The reactants are: Br[C:2]1[CH:7]=[C:6]([F:8])[C:5]([F:9])=[CH:4][C:3]=1[C:10]1[CH:15]=[CH:14][C:13]([S:16]([CH3:19])(=[O:18])=[O:17])=[CH:12][CH:11]=1.[CH3:20][C:21]1[CH:26]=[CH:25][C:24](B(O)O)=[CH:23][CH:22]=1. (2) Given the product [CH3:1][N:2]1[C@H:6]2[C@@H:7]([C:19]([OH:21])=[O:20])[C@@H:8]([O:10][C:11]([C:13]3[CH:14]=[CH:15][CH:16]=[CH:17][CH:18]=3)=[O:12])[CH2:9][C@@H:3]1[CH2:4][CH2:5]2.[C:24]([NH2:23])(=[O:30])[CH2:25][CH2:26][C:27]([NH2:29])=[O:28], predict the reactants needed to synthesize it. The reactants are: [CH3:1][N:2]1[C@H:6]2[C@@H:7]([C:19]([OH:21])=[O:20])[C@@H:8]([O:10][C:11]([C:13]3[CH:18]=[CH:17][CH:16]=[CH:15][CH:14]=3)=[O:12])[CH2:9][C@@H:3]1[CH2:4][CH2:5]2.O[NH:23][C:24](=[O:30])[CH2:25][CH2:26][C:27]([NH2:29])=[O:28]. (3) Given the product [CH2:18]([C@:11]1([CH2:10][NH:9][C:1](=[O:8])[C:2]2[CH:3]=[CH:4][CH:5]=[CH:6][CH:7]=2)[CH2:16][CH2:15][CH2:14][CH2:13][C:12]1=[O:17])[CH:24]=[CH2:25], predict the reactants needed to synthesize it. The reactants are: [C:1]([NH:9][CH2:10][C:11]1([C:18](OCC=C)=O)[CH2:16][CH2:15][CH2:14][CH2:13][C:12]1=[O:17])(=[O:8])[C:2]1[CH:7]=[CH:6][CH:5]=[CH:4][CH:3]=1.[CH3:24][CH2:25]OC(C)=O. (4) Given the product [C:1]([N:4]1[CH2:9][CH2:8][CH:7]([C:10]([N:12]([CH2:21][CH2:22][CH2:23][N:24]2[CH2:25][CH2:26][CH:27]([CH2:30][C:31]3[CH:32]=[CH:33][C:34]([NH:37][C:45](=[O:47])[CH3:46])=[CH:35][CH:36]=3)[CH2:28][CH2:29]2)[C:13]2[CH:18]=[CH:17][C:16]([Cl:19])=[C:15]([Cl:20])[CH:14]=2)=[O:11])[CH2:6][CH2:5]1)(=[O:3])[CH3:2], predict the reactants needed to synthesize it. The reactants are: [C:1]([N:4]1[CH2:9][CH2:8][CH:7]([C:10]([N:12]([CH2:21][CH2:22][CH2:23][N:24]2[CH2:29][CH2:28][CH:27]([CH2:30][C:31]3[CH:36]=[CH:35][C:34]([NH2:37])=[CH:33][CH:32]=3)[CH2:26][CH2:25]2)[C:13]2[CH:18]=[CH:17][C:16]([Cl:19])=[C:15]([Cl:20])[CH:14]=2)=[O:11])[CH2:6][CH2:5]1)(=[O:3])[CH3:2].C(N(CC)CC)C.[C:45](Cl)(=[O:47])[CH3:46].[OH-].[Na+]. (5) Given the product [OH:26][CH:24]([C:20]1[CH:19]=[C:18]([NH:17][C:13]2[N:12]=[C:11]([C:8]3[S:7][C:6]([C:4](=[O:5])[CH3:28])=[CH:10][CH:9]=3)[CH:16]=[CH:15][N:14]=2)[CH:23]=[CH:22][CH:21]=1)[CH3:25], predict the reactants needed to synthesize it. The reactants are: CON(C)[C:4]([C:6]1[S:7][C:8]([C:11]2[CH:16]=[CH:15][N:14]=[C:13]([NH:17][C:18]3[CH:23]=[CH:22][CH:21]=[C:20]([CH:24]([OH:26])[CH3:25])[CH:19]=3)[N:12]=2)=[CH:9][CH:10]=1)=[O:5].[CH3:28][Mg]Br. (6) Given the product [NH2:19][C:10]1[C:11]2[N:15]=[C:14]([CH3:16])[NH:13][C:12]=2[CH:17]=[CH:18][C:9]=1[O:8][C:7]1[CH:6]=[CH:5][C:4]([CH2:22][C:23]([O:25][CH3:26])=[O:24])=[CH:3][C:2]=1[Cl:1], predict the reactants needed to synthesize it. The reactants are: [Cl:1][C:2]1[CH:3]=[C:4]([CH2:22][C:23]([O:25][CH3:26])=[O:24])[CH:5]=[CH:6][C:7]=1[O:8][C:9]1[CH:18]=[CH:17][C:12]2[NH:13][C:14]([CH3:16])=[N:15][C:11]=2[C:10]=1[N+:19]([O-])=O.O.O.[Sn](Cl)(Cl)(Cl)Cl.